This data is from Forward reaction prediction with 1.9M reactions from USPTO patents (1976-2016). The task is: Predict the product of the given reaction. (1) Given the reactants [Br:1][CH2:2][CH2:3][CH2:4][CH2:5][CH2:6][CH2:7][CH2:8][CH2:9][C:10]1[CH:15]=[CH:14][CH:13]=[CH:12][CH:11]=1.[N:16]1[CH:21]=[CH:20][CH:19]=[C:18]([CH3:22])[CH:17]=1, predict the reaction product. The product is: [Br-:1].[CH3:22][C:18]1[CH:17]=[N+:16]([CH2:2][CH2:3][CH2:4][CH2:5][CH2:6][CH2:7][CH2:8][CH2:9][C:10]2[CH:15]=[CH:14][CH:13]=[CH:12][CH:11]=2)[CH:21]=[CH:20][CH:19]=1. (2) Given the reactants C1C=C(Cl)C=C(C(OO)=[O:9])C=1.[Si:12]([O:19][C:20](=[C:25]([C:38]([O:40][CH3:41])=[O:39])[CH2:26][CH2:27][CH2:28][CH2:29][CH2:30][CH2:31][CH2:32][CH2:33][CH2:34][CH2:35][CH2:36][CH3:37])[C:21]([O:23][CH3:24])=[O:22])([C:15]([CH3:18])([CH3:17])[CH3:16])([CH3:14])[CH3:13], predict the reaction product. The product is: [Si:12]([O:19][C:20]1([O:9][C:25]1([C:38]([O:40][CH3:41])=[O:39])[CH2:26][CH2:27][CH2:28][CH2:29][CH2:30][CH2:31][CH2:32][CH2:33][CH2:34][CH2:35][CH2:36][CH3:37])[C:21]([O:23][CH3:24])=[O:22])([C:15]([CH3:17])([CH3:16])[CH3:18])([CH3:13])[CH3:14]. (3) Given the reactants Br[CH2:2][CH2:3][CH2:4][O:5][C:6]1[CH:11]=[C:10]([O:12][CH3:13])[C:9]([Cl:14])=[CH:8][C:7]=1[NH:15][C:16](=[O:18])[CH3:17].[Cl:19][C:20]1[CH:34]=[CH:33][C:23]([O:24][CH:25]2[CH2:30][CH2:29][NH:28][CH2:27][C:26]2([CH3:32])[CH3:31])=[CH:22][CH:21]=1.C([O-])([O-])=O.[K+].[K+], predict the reaction product. The product is: [Cl:14][C:9]1[C:10]([O:12][CH3:13])=[CH:11][C:6]([O:5][CH2:4][CH2:3][CH2:2][N:28]2[CH2:29][CH2:30][CH:25]([O:24][C:23]3[CH:33]=[CH:34][C:20]([Cl:19])=[CH:21][CH:22]=3)[C:26]([CH3:32])([CH3:31])[CH2:27]2)=[C:7]([NH:15][C:16](=[O:18])[CH3:17])[CH:8]=1. (4) Given the reactants [C:1]([C:7]1[C:15]2[C:10](=[N:11][CH:12]=[C:13]([NH:16][C:17]3[CH:24]=[CH:23][C:20]([CH:21]=O)=[CH:19][CH:18]=3)[N:14]=2)[N:9]([CH2:25][O:26][CH2:27][CH2:28][Si:29]([CH3:32])([CH3:31])[CH3:30])[CH:8]=1)(=[O:6])[C:2]([CH3:5])([CH3:4])[CH3:3].[C:33]([CH2:35][C:36]([NH:38][CH3:39])=[O:37])#[N:34].C(O)(=O)C.N1CCCCC1, predict the reaction product. The product is: [C:33]([C:35](=[CH:21][C:20]1[CH:23]=[CH:24][C:17]([NH:16][C:13]2[N:14]=[C:15]3[C:7]([C:1](=[O:6])[C:2]([CH3:5])([CH3:3])[CH3:4])=[CH:8][N:9]([CH2:25][O:26][CH2:27][CH2:28][Si:29]([CH3:32])([CH3:31])[CH3:30])[C:10]3=[N:11][CH:12]=2)=[CH:18][CH:19]=1)[C:36]([NH:38][CH3:39])=[O:37])#[N:34]. (5) The product is: [Cl:31][C:25]1[C:26]([Cl:30])=[CH:27][CH:28]=[CH:29][C:24]=1[N:21]1[CH2:20][CH2:19][N:18]([CH2:17][CH2:16][CH2:15][CH2:14][O:13][C:9]2[CH:8]=[C:7]3[C:12]([CH:3]([CH2:2][NH:1][C:33](=[O:39])[CH2:34][CH2:35][C:36]([OH:38])=[O:37])[CH2:4][C:5](=[O:32])[NH:6]3)=[CH:11][CH:10]=2)[CH2:23][CH2:22]1. Given the reactants [NH2:1][CH2:2][CH:3]1[C:12]2[C:7](=[CH:8][C:9]([O:13][CH2:14][CH2:15][CH2:16][CH2:17][N:18]3[CH2:23][CH2:22][N:21]([C:24]4[CH:29]=[CH:28][CH:27]=[C:26]([Cl:30])[C:25]=4[Cl:31])[CH2:20][CH2:19]3)=[CH:10][CH:11]=2)[NH:6][C:5](=[O:32])[CH2:4]1.[C:33]1(=[O:39])[O:38][C:36](=[O:37])[CH2:35][CH2:34]1, predict the reaction product. (6) Given the reactants [CH3:1][C:2]([N:9]1[CH:13]=[C:12]([N+:14]([O-:16])=[O:15])[CH:11]=[N:10]1)([CH3:8])[C:3](OCC)=[O:4].[H-].C([Al+]C(C)C)(C)C.C(C(C(C([O-])=O)O)O)([O-])=O.[Na+].[K+], predict the reaction product. The product is: [CH3:8][C:2]([N:9]1[CH:13]=[C:12]([N+:14]([O-:16])=[O:15])[CH:11]=[N:10]1)([CH3:1])[CH2:3][OH:4]. (7) Given the reactants [O-:1][C:2]#[N:3].[Na+].[NH2:5][C:6]1[C:11]([C:12]([NH2:14])=[O:13])=[C:10]([F:15])[C:9]([O:16][CH3:17])=[C:8]([O:18][CH3:19])[CH:7]=1, predict the reaction product. The product is: [F:15][C:10]1[C:9]([O:16][CH3:17])=[C:8]([O:18][CH3:19])[CH:7]=[C:6]([NH:5][C:2]([NH2:3])=[O:1])[C:11]=1[C:12]([NH2:14])=[O:13]. (8) Given the reactants [C:1]1([CH:7]([C:9]2[CH:17]=[C:16]3[C:12]([C:13]([C:18]4[CH:23]=[CH:22][CH:21]=[CH:20][CH:19]=4)=[N:14][NH:15]3)=[CH:11][CH:10]=2)O)[CH:6]=[CH:5][CH:4]=[CH:3][CH:2]=1.CO[C:26](O[Si](C)(C)C)=[C:27](C)[CH3:28].[C:35](=[O:38])(O)[O-:36].[Na+].Cl[CH2:41]Cl, predict the reaction product. The product is: [CH3:26][C:27]([CH3:28])([CH:7]([C:1]1[CH:6]=[CH:5][CH:4]=[CH:3][CH:2]=1)[C:9]1[CH:17]=[C:16]2[C:12]([C:13]([C:18]3[CH:19]=[CH:20][CH:21]=[CH:22][CH:23]=3)=[N:14][NH:15]2)=[CH:11][CH:10]=1)[C:35]([O:36][CH3:41])=[O:38]. (9) Given the reactants N1(CC2C3C=CC=C(C#N)C=3CC2)CCNCC1.BrCCC1C=CC2C(=O)OCC=2C=1.N1CCOCC1.[O:38]=[C:39]1[C:43]2[CH:44]=[C:45]([CH2:48][CH2:49][N:50]3[CH2:55][CH2:54][N:53]([CH2:56][CH:57]4[C:65]5[CH:64]=[CH:63][CH:62]=[C:61]([C:66]#[N:67])[C:60]=5[CH2:59][CH2:58]4)[CH2:52][CH2:51]3)[CH:46]=[CH:47][C:42]=2[CH2:41][O:40]1, predict the reaction product. The product is: [O:40]=[C:41]1[C:42]2[C:43](=[CH:44][C:45]([CH2:48][CH2:49][N:50]3[CH2:55][CH2:54][N:53]([CH2:56][CH:57]4[C:65]5[CH:64]=[CH:63][CH:62]=[C:61]([C:66]#[N:67])[C:60]=5[CH2:59][CH2:58]4)[CH2:52][CH2:51]3)=[CH:46][CH:47]=2)[CH2:39][O:38]1.